From a dataset of Catalyst prediction with 721,799 reactions and 888 catalyst types from USPTO. Predict which catalyst facilitates the given reaction. (1) Reactant: Cl[C:2]1[CH:7]=[C:6]([CH3:8])[N:5]=[C:4]([C:9]([N:11]2[C:19]3[C:14](=[CH:15][C:16]([F:20])=[CH:17][CH:18]=3)[CH2:13][CH2:12]2)=[O:10])[CH:3]=1.[CH3:21][O:22][C:23]1[CH:24]=[CH:25][C:26]2[NH:32][C:31](=[O:33])[N:30]([CH:34]3[CH2:39][CH2:38][NH:37][CH2:36][CH2:35]3)[CH2:29][CH2:28][C:27]=2[CH:40]=1.C(=O)([O-])[O-].[K+].[K+]. Product: [F:20][C:16]1[CH:15]=[C:14]2[C:19](=[CH:18][CH:17]=1)[N:11]([C:9]([C:4]1[N:5]=[C:6]([CH3:8])[CH:7]=[C:2]([N:37]3[CH2:36][CH2:35][CH:34]([N:30]4[CH2:29][CH2:28][C:27]5[CH:40]=[C:23]([O:22][CH3:21])[CH:24]=[CH:25][C:26]=5[NH:32][C:31]4=[O:33])[CH2:39][CH2:38]3)[CH:3]=1)=[O:10])[CH2:12][CH2:13]2. The catalyst class is: 37. (2) Product: [NH2:21][C:19]1[CH:18]=[CH:17][C:3]([O:4][C:5]2[CH:6]=[C:7]([C:11](=[O:16])[C:12]([CH3:15])([CH3:14])[CH3:13])[CH:8]=[CH:9][CH:10]=2)=[C:2]([Cl:1])[CH:20]=1. The catalyst class is: 8. Reactant: [Cl:1][C:2]1[CH:20]=[C:19]([N+:21]([O-])=O)[CH:18]=[CH:17][C:3]=1[O:4][C:5]1[CH:6]=[C:7]([C:11](=[O:16])[C:12]([CH3:15])([CH3:14])[CH3:13])[CH:8]=[CH:9][CH:10]=1.[Cl-].[Ca+2].[Cl-].O.